Dataset: Peptide-MHC class II binding affinity with 134,281 pairs from IEDB. Task: Regression. Given a peptide amino acid sequence and an MHC pseudo amino acid sequence, predict their binding affinity value. This is MHC class II binding data. The peptide sequence is ERRNKYLEEHPSAGK. The MHC is DRB1_0101 with pseudo-sequence DRB1_0101. The binding affinity (normalized) is 0.392.